This data is from Forward reaction prediction with 1.9M reactions from USPTO patents (1976-2016). The task is: Predict the product of the given reaction. (1) Given the reactants N([O-])=O.[Na+].N[C:6]1[CH:7]=[CH:8][C:9]2[O:13][C:12](=[O:14])[N:11]([CH3:15])[C:10]=2[CH:16]=1.[I-:17].[K+].S(S([O-])=O)([O-])(=O)=O.[Na+].[Na+], predict the reaction product. The product is: [I:17][C:6]1[CH:7]=[CH:8][C:9]2[O:13][C:12](=[O:14])[N:11]([CH3:15])[C:10]=2[CH:16]=1. (2) Given the reactants C([O:3][C:4]([C:6]1[N:7]([CH3:19])[N:8]=[C:9]([C:15]([CH3:18])([CH3:17])[CH3:16])[C:10]=1[C:11]([F:14])([F:13])[F:12])=[O:5])C.[OH-].[Na+], predict the reaction product. The product is: [C:15]([C:9]1[C:10]([C:11]([F:14])([F:13])[F:12])=[C:6]([C:4]([OH:5])=[O:3])[N:7]([CH3:19])[N:8]=1)([CH3:18])([CH3:16])[CH3:17]. (3) Given the reactants CC1C=CC(S(O[CH2:12][C@H:13]2[CH2:22][CH2:21][C:20]3[C:15](=[C:16]([O:23][CH3:24])[CH:17]=[CH:18][CH:19]=3)[O:14]2)(=O)=O)=CC=1.[F:25][C:26]1[CH:27]=[C:28]2[C:32](=[CH:33][CH:34]=1)[NH:31][CH:30]=[C:29]2[C:35]1[CH2:36][CH2:37][NH:38][CH2:39][CH:40]=1, predict the reaction product. The product is: [F:25][C:26]1[CH:27]=[C:28]2[C:32](=[CH:33][CH:34]=1)[NH:31][CH:30]=[C:29]2[C:35]1[CH2:36][CH2:37][N:38]([CH2:12][C@H:13]2[CH2:22][CH2:21][C:20]3[C:15](=[C:16]([O:23][CH3:24])[CH:17]=[CH:18][CH:19]=3)[O:14]2)[CH2:39][CH:40]=1. (4) Given the reactants [CH2:1]([C:5]1[N:13]=[C:12]([C:14]([F:17])([F:16])[F:15])[N:11]=[C:10]2[C:6]=1[NH:7][CH:8]=[N:9]2)[CH2:2][CH2:3][CH3:4].Br[CH:19]1[CH2:23][CH2:22][CH2:21][CH2:20]1.C(=O)([O-])[O-].[K+].[K+], predict the reaction product. The product is: [CH2:1]([C:5]1[N:13]=[C:12]([C:14]([F:15])([F:16])[F:17])[N:11]=[C:10]2[C:6]=1[N:7]=[CH:8][N:9]2[CH:19]1[CH2:23][CH2:22][CH2:21][CH2:20]1)[CH2:2][CH2:3][CH3:4]. (5) Given the reactants CN(C(ON1N=NC2C=CC=NC1=2)=[N+](C)C)C.F[P-](F)(F)(F)(F)F.[Cl:25][C:26]1[CH:30]=[C:29]([CH:31]=[O:32])[NH:28][C:27]=1[C:33]([OH:35])=O.[NH2:36][CH2:37][C:38]1[C:39]([F:55])=[C:40]([O:45][C:46]2[CH:47]=[C:48]([CH:51]=[C:52]([Cl:54])[CH:53]=2)[C:49]#[N:50])[C:41]([Cl:44])=[CH:42][CH:43]=1.CCN(C(C)C)C(C)C, predict the reaction product. The product is: [Cl:25][C:26]1[CH:30]=[C:29]([CH:31]=[O:32])[NH:28][C:27]=1[C:33]([NH:36][CH2:37][C:38]1[CH:43]=[CH:42][C:41]([Cl:44])=[C:40]([O:45][C:46]2[CH:47]=[C:48]([C:49]#[N:50])[CH:51]=[C:52]([Cl:54])[CH:53]=2)[C:39]=1[F:55])=[O:35]. (6) Given the reactants [CH2:1]([O:5][C:6]1[N:14]=[C:13]2[C:9]([NH:10][CH:11]=[N:12]2)=[C:8]([NH2:15])[N:7]=1)[CH2:2][CH2:3][CH3:4].C(=O)([O-])[O-].[K+].[K+].Br[CH2:23][CH2:24][O:25][C:26]1[CH:27]=[C:28]([CH:33]=[CH:34][CH:35]=1)[C:29]([O:31][CH3:32])=[O:30], predict the reaction product. The product is: [CH2:1]([O:5][C:6]1[N:14]=[C:13]2[C:9]([N:10]=[CH:11][N:12]2[CH2:23][CH2:24][O:25][C:26]2[CH:35]=[CH:34][CH:33]=[C:28]([C:29]([O:31][CH3:32])=[O:30])[CH:27]=2)=[C:8]([NH2:15])[N:7]=1)[CH2:2][CH2:3][CH3:4]. (7) Given the reactants [NH2:1][C:2]1[C:3](C(O)=O)=[N:4][C:5]([C:15]2[CH:20]=[CH:19][C:18](=[O:21])[N:17]([CH:22]([CH3:24])[CH3:23])[CH:16]=2)=[C:6]([C:8]2[CH:13]=[CH:12][C:11]([F:14])=[CH:10][CH:9]=2)[N:7]=1, predict the reaction product. The product is: [NH2:1][C:2]1[N:7]=[C:6]([C:8]2[CH:13]=[CH:12][C:11]([F:14])=[CH:10][CH:9]=2)[C:5]([C:15]2[CH:20]=[CH:19][C:18](=[O:21])[N:17]([CH:22]([CH3:24])[CH3:23])[CH:16]=2)=[N:4][CH:3]=1. (8) Given the reactants C([O:8][C:9]1[CH:14]=[CH:13][N:12]=[C:11]([C:15]2[CH:16]=[C:17]3[C:22](=[CH:23][CH:24]=2)[N:21]=[CH:20][CH:19]=[C:18]3[N:25]2[CH2:30][CH2:29][CH2:28][C@H:27]([NH:31][C:32](=[O:38])[O:33][C:34]([CH3:37])([CH3:36])[CH3:35])[CH2:26]2)[N:10]=1)C1C=CC=CC=1, predict the reaction product. The product is: [O:8]=[C:9]1[NH:10][C:11]([C:15]2[CH:16]=[C:17]3[C:22](=[CH:23][CH:24]=2)[N:21]=[CH:20][CH:19]=[C:18]3[N:25]2[CH2:30][CH2:29][CH2:28][C@H:27]([NH:31][C:32](=[O:38])[O:33][C:34]([CH3:36])([CH3:35])[CH3:37])[CH2:26]2)=[N:12][CH:13]=[CH:14]1.